This data is from Peptide-MHC class I binding affinity with 185,985 pairs from IEDB/IMGT. The task is: Regression. Given a peptide amino acid sequence and an MHC pseudo amino acid sequence, predict their binding affinity value. This is MHC class I binding data. (1) The peptide sequence is RRYTRRISL. The MHC is HLA-B15:17 with pseudo-sequence HLA-B15:17. The binding affinity (normalized) is 0.340. (2) The peptide sequence is YFSKQTQTY. The MHC is HLA-A33:01 with pseudo-sequence HLA-A33:01. The binding affinity (normalized) is 0.0460. (3) The peptide sequence is EYRKILRQR. The MHC is HLA-A68:01 with pseudo-sequence HLA-A68:01. The binding affinity (normalized) is 0.521. (4) The peptide sequence is VIGALPQGM. The MHC is H-2-Kb with pseudo-sequence H-2-Kb. The binding affinity (normalized) is 0.217.